From a dataset of Full USPTO retrosynthesis dataset with 1.9M reactions from patents (1976-2016). Predict the reactants needed to synthesize the given product. Given the product [Br:17][CH2:18][CH2:19][CH2:20][CH2:21][CH2:22][C@H:23]1[CH2:24][CH2:25][C@H:26]([CH2:29][N:30]([CH3:31])[S:1]([C:11]2[CH:12]=[CH:13][C:8]([C:7]([F:15])([F:14])[F:6])=[CH:9][CH:10]=2)(=[O:4])=[O:2])[CH2:27][CH2:28]1, predict the reactants needed to synthesize it. The reactants are: [S:1](Cl)([OH:4])(=O)=[O:2].[F:6][C:7]([F:15])([F:14])[C:8]1[CH:13]=[CH:12][CH:11]=[CH:10][CH:9]=1.Cl.[Br:17][CH2:18][CH2:19][CH2:20][CH2:21][CH2:22][C@H:23]1[CH2:28][CH2:27][C@H:26]([CH2:29][NH:30][CH3:31])[CH2:25][CH2:24]1.